This data is from Reaction yield outcomes from USPTO patents with 853,638 reactions. The task is: Predict the reaction yield, written as a fraction of the theoretical maximum amount of product (1.0 means a 100% yield; for example, 0.34 means a 34% yield). (1) The reactants are [O:1]1[CH2:6][CH2:5][O:4][CH2:3][C@@H:2]1[CH2:7][O:8][N:9]1C(=O)C2C(=CC=CC=2)C1=O.O.NN. The catalyst is CO.ClCCl. The product is [O:1]1[CH2:6][CH2:5][O:4][CH2:3][C@@H:2]1[CH2:7][O:8][NH2:9]. The yield is 0.614. (2) The reactants are Cl[N:2]1[C:6](=O)[CH2:5][CH2:4][C:3]1=O.C[N:10]([CH:12]=[CH:13][C:14]([O:16][CH2:17][CH3:18])=[O:15])C.[CH2:19](N(CC)CC)C.Cl.CN([CH:30]=[O:31])C. The catalyst is C(Cl)(Cl)Cl. The product is [CH2:17]([O:16][C:14]([C:13]1[C:12]([C:6]2[CH:5]=[CH:4][CH:3]=[CH:19][N:2]=2)=[N:10][O:31][CH:30]=1)=[O:15])[CH3:18]. The yield is 0.660. (3) The catalyst is CO. The product is [C:38]1([CH3:48])[CH:39]=[CH:40][C:41]([S:44]([OH:47])(=[O:45])=[O:46])=[CH:42][CH:43]=1.[NH:8]1[CH2:9][CH2:10][CH:11]([C:14]2[S:15](=[O:33])(=[O:34])[NH:16][C:17]3[CH:24]=[CH:23][CH:22]=[CH:21][C:18]=3[CH:19]=2)[CH2:12][CH2:13]1. The yield is 0.650. The reactants are C(OC([N:8]1[CH2:13][CH2:12][CH:11]([CH:14]2[C:19](=O)[C:18]3[CH:21]=[CH:22][CH:23]=[CH:24][C:17]=3[N:16](COCC[Si](C)(C)C)[S:15]2(=[O:34])=[O:33])[CH2:10][CH2:9]1)=O)(C)(C)C.[BH4-].[Na+].O.[C:38]1([CH3:48])[CH:43]=[CH:42][C:41]([S:44]([OH:47])(=[O:46])=[O:45])=[CH:40][CH:39]=1. (4) The reactants are [NH2:1][C@@H:2]([C:7]([CH3:10])([CH3:9])[CH3:8])[C:3]([O:5][CH3:6])=[O:4].CCN(C(C)C)C(C)C.[C:20]12([N:30]=[C:31]=[O:32])[CH2:29][CH:24]3[CH2:25][CH:26]([CH2:28][CH:22]([CH2:23]3)[CH2:21]1)[CH2:27]2. The catalyst is C(Cl)Cl. The product is [CH3:6][O:5][C:3](=[O:4])[C@@H:2]([NH:1][C:31]([NH:30][C:20]12[CH2:29][CH:24]3[CH2:23][CH:22]([CH2:28][CH:26]([CH2:25]3)[CH2:27]1)[CH2:21]2)=[O:32])[C:7]([CH3:10])([CH3:9])[CH3:8]. The yield is 0.590.